Dataset: Peptide-MHC class I binding affinity with 185,985 pairs from IEDB/IMGT. Task: Regression. Given a peptide amino acid sequence and an MHC pseudo amino acid sequence, predict their binding affinity value. This is MHC class I binding data. (1) The peptide sequence is AEILSGRVI. The MHC is HLA-B15:09 with pseudo-sequence YYSEYRNICTNTYESNLYLRYNYYTWAELAYLWY. The binding affinity (normalized) is 0.0847. (2) The peptide sequence is IQTMDGQEL. The MHC is HLA-B15:03 with pseudo-sequence HLA-B15:03. The binding affinity (normalized) is 0.541.